This data is from Full USPTO retrosynthesis dataset with 1.9M reactions from patents (1976-2016). The task is: Predict the reactants needed to synthesize the given product. Given the product [C:1]([O:4][C@H:5]1[C@@H:10]([O:11][C:12](=[O:14])[CH3:13])[C@H:9]([O:15][C:16](=[O:18])[CH3:17])[C@@H:8]([O:19]/[C:20](/[C:29]([O:31][CH3:32])=[O:30])=[CH:21]\[C:22]2[CH:27]=[CH:26][C:25]([Br:39])=[CH:24][CH:23]=2)[O:7][C@H:6]1[CH2:34][O:35][C:36](=[O:38])[CH3:37])(=[O:3])[CH3:2], predict the reactants needed to synthesize it. The reactants are: [C:1]([O:4][C@@H:5]1[C@@H:10]([O:11][C:12](=[O:14])[CH3:13])[C@H:9]([O:15][C:16](=[O:18])[CH3:17])[C@@H:8]([O:19]/[C:20](/[C:29]([O:31][CH2:32]C)=[O:30])=[CH:21]\[C:22]2[CH:27]=[CH:26][CH:25]=[CH:24][C:23]=2F)[O:7][C@H:6]1[CH2:34][O:35][C:36](=[O:38])[CH3:37])(=[O:3])[CH3:2].[Br:39]C1C=CC(CC(=O)C(OC)=O)=CC=1.[H-].[Na+].[Br-].C(O[C@@H]1[C@@H](OC(=O)C)[C@@H](OC(=O)C)[C@@H](COC(=O)C)O[C@@H]1O)(=O)C.